From a dataset of TCR-epitope binding with 47,182 pairs between 192 epitopes and 23,139 TCRs. Binary Classification. Given a T-cell receptor sequence (or CDR3 region) and an epitope sequence, predict whether binding occurs between them. (1) The epitope is FLNGSCGSV. The TCR CDR3 sequence is CASSSVGASGGDTQYF. Result: 0 (the TCR does not bind to the epitope). (2) The epitope is EIYKRWII. The TCR CDR3 sequence is CASSSSDRLEETQYF. Result: 0 (the TCR does not bind to the epitope). (3) Result: 1 (the TCR binds to the epitope). The TCR CDR3 sequence is CASRGGAELNTGELFF. The epitope is YLQPRTFLL. (4) The epitope is KLGGALQAK. The TCR CDR3 sequence is CSVFGTKTNTGELFF. Result: 0 (the TCR does not bind to the epitope).